Dataset: Reaction yield outcomes from USPTO patents with 853,638 reactions. Task: Predict the reaction yield, written as a fraction of the theoretical maximum amount of product (1.0 means a 100% yield; for example, 0.34 means a 34% yield). The reactants are [CH:1]1([NH2:4])[CH2:3][CH2:2]1.CCN(C(C)C)C(C)C.[CH3:14][C:15]([C:19]1[N:23]([CH2:24][CH:25]2[CH2:30][CH2:29][O:28][CH2:27][CH2:26]2)[C:22]2[CH:31]=[CH:32][C:33]([S:35]([N:38]3[CH:42]=[C:41]([C:43](O)=[O:44])[CH:40]=[N:39]3)(=[O:37])=[O:36])=[CH:34][C:21]=2[N:20]=1)([CH3:18])[CH2:16][CH3:17].CN(C(ON1N=NC2C=CC=NC1=2)=[N+](C)C)C.F[P-](F)(F)(F)(F)F. The catalyst is CN(C=O)C. The product is [CH:1]1([NH:4][C:43]([C:41]2[CH:40]=[N:39][N:38]([S:35]([C:33]3[CH:32]=[CH:31][C:22]4[N:23]([CH2:24][CH:25]5[CH2:30][CH2:29][O:28][CH2:27][CH2:26]5)[C:19]([C:15]([CH3:14])([CH3:18])[CH2:16][CH3:17])=[N:20][C:21]=4[CH:34]=3)(=[O:37])=[O:36])[CH:42]=2)=[O:44])[CH2:3][CH2:2]1. The yield is 0.420.